Dataset: Catalyst prediction with 721,799 reactions and 888 catalyst types from USPTO. Task: Predict which catalyst facilitates the given reaction. Reactant: [C:1](#[N:5])[CH2:2][C:3]#[N:4].[CH2:6](N(CC)CC)C.[CH:13]1([N:16]=[C:17]=[S:18])[CH2:15][CH2:14]1.ClC1C=CC(N=C=S)=CC=1.CI. Product: [CH:13]1([NH:16][C:17](=[C:2]([C:1]#[N:5])[C:3]#[N:4])[S:18][CH3:6])[CH2:15][CH2:14]1. The catalyst class is: 3.